This data is from Full USPTO retrosynthesis dataset with 1.9M reactions from patents (1976-2016). The task is: Predict the reactants needed to synthesize the given product. (1) Given the product [Cl:1][C:2]1[C:3]([O:12][C:13]2[CH:18]=[C:17]([O:19][CH:20]([CH3:22])[CH3:21])[CH:16]=[CH:15][C:14]=2/[CH:23]=[C:24](\[CH3:28])/[C:25]([NH:51][S:48]([NH:47][CH2:46][CH:42]2[CH2:43][CH2:44][CH2:45][O:41]2)(=[O:49])=[O:50])=[O:27])=[N:4][CH:5]=[C:6]([C:8]([F:11])([F:10])[F:9])[CH:7]=1, predict the reactants needed to synthesize it. The reactants are: [Cl:1][C:2]1[C:3]([O:12][C:13]2[CH:18]=[C:17]([O:19][CH:20]([CH3:22])[CH3:21])[CH:16]=[CH:15][C:14]=2/[CH:23]=[C:24](\[CH3:28])/[C:25]([OH:27])=O)=[N:4][CH:5]=[C:6]([C:8]([F:11])([F:10])[F:9])[CH:7]=1.Cl.C(N=C=NCCCN(C)C)C.[O:41]1[CH2:45][CH2:44][CH2:43][CH:42]1[CH2:46][NH:47][S:48]([NH2:51])(=[O:50])=[O:49].Cl. (2) Given the product [F:73][C:67]1[C:68]([F:72])=[CH:69][CH:70]=[CH:71][C:66]=1[CH2:65][S:64][C:58]1[N:57]=[C:56]([NH:1][S:2]([C:5]2[S:9][C:8]([NH:10][C:11](=[O:13])[CH3:12])=[N:7][C:6]=2[CH3:14])(=[O:3])=[O:4])[CH:61]=[C:60]([O:62][CH3:63])[N:59]=1, predict the reactants needed to synthesize it. The reactants are: [NH2:1][S:2]([C:5]1[S:9][C:8]([NH:10][C:11](=[O:13])[CH3:12])=[N:7][C:6]=1[CH3:14])(=[O:4])=[O:3].C1(P(C2CCCCC2)C2C=CC=CC=2C2C(C(C)C)=CC(C(C)C)=CC=2C(C)C)CCCCC1.C(=O)([O-])[O-].[Cs+].[Cs+].Cl[C:56]1[CH:61]=[C:60]([O:62][CH3:63])[N:59]=[C:58]([S:64][CH2:65][C:66]2[CH:71]=[CH:70][CH:69]=[C:68]([F:72])[C:67]=2[F:73])[N:57]=1.